This data is from Retrosynthesis with 50K atom-mapped reactions and 10 reaction types from USPTO. The task is: Predict the reactants needed to synthesize the given product. (1) Given the product Cc1c(N2CCN(S(=O)(=O)c3cccnc3)CC2)nc2cc(F)cc(F)c2c1Nc1cncc(N2CCOCC2)c1, predict the reactants needed to synthesize it. The reactants are: Cc1c(N2CCNCC2)nc2cc(F)cc(F)c2c1Nc1cncc(N2CCOCC2)c1.O=S(=O)(Cl)c1cccnc1. (2) Given the product [O-][n+]1nc(CCCN2CCOCC2)nc2cc3c(cc21)CCO3, predict the reactants needed to synthesize it. The reactants are: C1COCCN1.O=CCCc1nc2cc3c(cc2[n+]([O-])n1)CCO3. (3) Given the product CON(C)C(=O)c1c(C)nc(Cl)n1-c1c(F)cc(F)cc1Cl, predict the reactants needed to synthesize it. The reactants are: CNOC.Cc1nc(Cl)n(-c2c(F)cc(F)cc2Cl)c1C(=O)O. (4) Given the product COc1cccc(-c2ocnc2C(=O)Nc2cnn(CCCCC(C)(F)F)c2)c1, predict the reactants needed to synthesize it. The reactants are: CC(F)(F)CCCCn1cc(N)cn1.COc1cccc(-c2ocnc2C(=O)O)c1. (5) The reactants are: COc1cc2ncc(C#N)c(Cl)c2cc1OC.Cc1ccc(N)cc1Br. Given the product COc1cc2ncc(C#N)c(Nc3ccc(C)c(Br)c3)c2cc1OC, predict the reactants needed to synthesize it. (6) The reactants are: C[C@]12CN(Cc3ccccc3)C(=O)[C@H]1c1ccc(Br)c(Cl)c1CO2. Given the product C[C@]12CN(Cc3ccccc3)C[C@H]1c1ccc(Br)c(Cl)c1CO2, predict the reactants needed to synthesize it.